Regression. Given a peptide amino acid sequence and an MHC pseudo amino acid sequence, predict their binding affinity value. This is MHC class II binding data. From a dataset of Peptide-MHC class II binding affinity with 134,281 pairs from IEDB. (1) The binding affinity (normalized) is 0.478. The peptide sequence is GLFGGLNWITKVIMG. The MHC is DRB1_0901 with pseudo-sequence DRB1_0901. (2) The peptide sequence is FLVKCQLQNPGVADL. The MHC is DRB5_0101 with pseudo-sequence DRB5_0101. The binding affinity (normalized) is 0.517. (3) The peptide sequence is GVLACAIATHAKIRD. The MHC is HLA-DPA10201-DPB10501 with pseudo-sequence HLA-DPA10201-DPB10501. The binding affinity (normalized) is 0.726. (4) The peptide sequence is INEPTAAAIASGLDR. The MHC is HLA-DQA10401-DQB10402 with pseudo-sequence HLA-DQA10401-DQB10402. The binding affinity (normalized) is 0.403. (5) The peptide sequence is AGAEPAGKATTEEQK. The MHC is HLA-DQA10101-DQB10501 with pseudo-sequence HLA-DQA10101-DQB10501. The binding affinity (normalized) is 0. (6) The peptide sequence is RIDTPEVLKGPFTVR. The MHC is HLA-DPA10301-DPB10402 with pseudo-sequence HLA-DPA10301-DPB10402. The binding affinity (normalized) is 0.329. (7) The peptide sequence is LSVTEQSEFYFPRAP. The MHC is HLA-DQA10501-DQB10201 with pseudo-sequence HLA-DQA10501-DQB10201. The binding affinity (normalized) is 0.735. (8) The peptide sequence is GELQIVDKIDGAFKI. The MHC is DRB1_0101 with pseudo-sequence DRB1_0101. The binding affinity (normalized) is 0.473.